Dataset: Reaction yield outcomes from USPTO patents with 853,638 reactions. Task: Predict the reaction yield, written as a fraction of the theoretical maximum amount of product (1.0 means a 100% yield; for example, 0.34 means a 34% yield). (1) The reactants are [F:1][C:2]1[CH:10]=[C:9]2[C:5]([C:6]([CH:11]=[O:12])=[CH:7][NH:8]2)=[CH:4][CH:3]=1.N1C2C(=CC=CC=2)C=[C:14]1C(OCC)=O. No catalyst specified. The product is [F:1][C:2]1[CH:10]=[C:9]2[C:5]([C:6]([CH:11]=[O:12])=[CH:7][N:8]2[CH3:14])=[CH:4][CH:3]=1. The yield is 0.940. (2) The reactants are [CH3:1][O:2][C:3]1[CH:4]=[CH:5][C:6]([N+:12]([O-:14])=[O:13])=[C:7]([CH:11]=1)[C:8]([NH2:10])=O.FC(F)(F)C(OC(=O)C(F)(F)F)=O.C(N(CC)CC)C. The catalyst is C(Cl)Cl. The product is [CH3:1][O:2][C:3]1[CH:4]=[CH:5][C:6]([N+:12]([O-:14])=[O:13])=[C:7]([CH:11]=1)[C:8]#[N:10]. The yield is 0.920. (3) The reactants are [CH3:1][N:2]([CH3:6])[CH2:3][CH2:4][NH2:5].Cl[C:8]1[N:9]=[N+:10]([O-:22])[C:11]2[C:21]3[CH2:20][CH2:19][CH2:18][CH2:17][C:16]=3[CH:15]=[CH:14][C:12]=2[N:13]=1. The catalyst is COCCOC. The product is [CH3:1][N:2]([CH3:6])[CH2:3][CH2:4][NH:5][C:8]1[N:9]=[N+:10]([O-:22])[C:11]2[C:21]3[CH2:20][CH2:19][CH2:18][CH2:17][C:16]=3[CH:15]=[CH:14][C:12]=2[N:13]=1. The yield is 0.840. (4) The reactants are [Cl:1][C:2]1[C:10]2[C:5](=[CH:6][CH:7]=[C:8]([C:11](OC)=[O:12])[CH:9]=2)[N:4]([C:15]([O:17][C:18]([CH3:21])([CH3:20])[CH3:19])=[O:16])[CH:3]=1. The catalyst is C1COCC1. The product is [Cl:1][C:2]1[C:10]2[C:5](=[CH:6][CH:7]=[C:8]([CH2:11][OH:12])[CH:9]=2)[N:4]([C:15]([O:17][C:18]([CH3:21])([CH3:20])[CH3:19])=[O:16])[CH:3]=1. The yield is 0.680.